Predict the reactants needed to synthesize the given product. From a dataset of Full USPTO retrosynthesis dataset with 1.9M reactions from patents (1976-2016). (1) Given the product [Cl:20][C:17]1[CH:18]=[C:19]2[C:14](=[CH:15][CH:16]=1)[NH:13][C:12](=[O:21])[C:11]2=[C:7]1[C:8]2[C:4](=[CH:3][C:2]([NH:1][C:22]([C:23]3[CH:28]=[CH:27][CH:26]=[CH:25][CH:24]=3)([C:35]3[CH:36]=[CH:37][CH:38]=[CH:39][CH:40]=3)[C:29]3[CH:30]=[CH:31][CH:32]=[CH:33][CH:34]=3)=[CH:10][CH:9]=2)[CH2:5][O:6]1, predict the reactants needed to synthesize it. The reactants are: [NH2:1][C:2]1[CH:3]=[C:4]2[C:8](=[CH:9][CH:10]=1)[C:7](=[C:11]1[C:19]3[C:14](=[CH:15][CH:16]=[C:17]([Cl:20])[CH:18]=3)[NH:13][C:12]1=[O:21])[O:6][CH2:5]2.[C:22](Cl)([C:35]1[CH:40]=[CH:39][CH:38]=[CH:37][CH:36]=1)([C:29]1[CH:34]=[CH:33][CH:32]=[CH:31][CH:30]=1)[C:23]1[CH:28]=[CH:27][CH:26]=[CH:25][CH:24]=1.C(N(CC)CC)C. (2) Given the product [Cl:16][C:11]1[CH:12]=[CH:13][CH:14]=[CH:15][C:10]=1[S:7]([N:6]([CH2:17][CH:18]([CH3:20])[CH3:19])[CH2:5][C:4]1[CH:3]=[C:2]([C:32]2[CH:31]=[CH:30][CH:29]=[C:28]([S:25]([CH3:24])(=[O:27])=[O:26])[CH:33]=2)[CH:23]=[CH:22][CH:21]=1)(=[O:9])=[O:8], predict the reactants needed to synthesize it. The reactants are: Br[C:2]1[CH:3]=[C:4]([CH:21]=[CH:22][CH:23]=1)[CH2:5][N:6]([CH2:17][CH:18]([CH3:20])[CH3:19])[S:7]([C:10]1[CH:15]=[CH:14][CH:13]=[CH:12][C:11]=1[Cl:16])(=[O:9])=[O:8].[CH3:24][S:25]([C:28]1[CH:29]=[C:30](B(O)O)[CH:31]=[CH:32][CH:33]=1)(=[O:27])=[O:26].C([O-])([O-])=O.[Na+].[Na+]. (3) Given the product [CH:13]1([CH2:16][N:17]2[C:21]3[CH:22]=[CH:23][C:24]([S:26]([C:29]([CH3:33])([CH3:34])[C:30]([NH:4][CH2:3][CH2:1][OH:2])=[O:31])(=[O:28])=[O:27])=[CH:25][C:20]=3[N:19]=[C:18]2[CH2:35][C:36]([CH3:39])([CH3:38])[CH3:37])[CH2:14][CH2:15]1, predict the reactants needed to synthesize it. The reactants are: [CH2:1]([CH2:3][NH2:4])[OH:2].C(N(CC)CC)C.Cl.[CH:13]1([CH2:16][N:17]2[C:21]3[CH:22]=[CH:23][C:24]([S:26]([C:29]([CH3:34])([CH3:33])[C:30](Cl)=[O:31])(=[O:28])=[O:27])=[CH:25][C:20]=3[N:19]=[C:18]2[CH2:35][C:36]([CH3:39])([CH3:38])[CH3:37])[CH2:15][CH2:14]1. (4) Given the product [Br:13][C:7]1[CH:8]=[C:9]2[C:4]([C:3]([C:10]([OH:12])=[O:11])=[CH:2][NH:1]2)=[CH:5][CH:6]=1, predict the reactants needed to synthesize it. The reactants are: [NH:1]1[C:9]2[C:4](=[CH:5][CH:6]=[CH:7][CH:8]=2)[C:3]([C:10]([OH:12])=[O:11])=[CH:2]1.[Br:13]Br.